This data is from Cav3 T-type calcium channel HTS with 100,875 compounds. The task is: Binary Classification. Given a drug SMILES string, predict its activity (active/inactive) in a high-throughput screening assay against a specified biological target. (1) The compound is s1c(C(=O)n2nc(nc2SC)c2occc2)ccc1. The result is 0 (inactive). (2) The drug is S(c1oc(nn1)C1NCCC1)Cc1ccccc1. The result is 0 (inactive).